From a dataset of Forward reaction prediction with 1.9M reactions from USPTO patents (1976-2016). Predict the product of the given reaction. (1) Given the reactants F[C:2]1[CH:3]=[C:4]2[C:9](=[CH:10][C:11]=1[N+:12]([O-:14])=[O:13])[NH:8][C:7](=[O:15])[N:6]([NH:16][S:17]([CH3:20])(=[O:19])=[O:18])[C:5]2=[O:21].[Br:22][C:23]1[N:24]=[CH:25][NH:26][CH:27]=1.CS(C)=O.C(OCC)(=O)C, predict the reaction product. The product is: [Br:22][C:23]1[N:24]=[CH:25][N:26]([C:2]2[CH:3]=[C:4]3[C:9](=[CH:10][C:11]=2[N+:12]([O-:14])=[O:13])[NH:8][C:7](=[O:15])[N:6]([NH:16][S:17]([CH3:20])(=[O:19])=[O:18])[C:5]3=[O:21])[CH:27]=1. (2) Given the reactants [NH2:1][NH:2][C:3]([C:5]1[N:10]=[CH:9][CH:8]=[CH:7][N:6]=1)=[NH:4].[CH2:11]([N:13]([CH2:23][CH3:24])[C:14]1[CH:21]=[CH:20][C:17]([CH:18]=O)=[C:16]([OH:22])[CH:15]=1)[CH3:12], predict the reaction product. The product is: [CH2:23]([N:13]([CH2:11][CH3:12])[C:14]1[CH:21]=[CH:20][C:17]([C:18]2[NH:1][N:2]=[C:3]([C:5]3[N:10]=[CH:9][CH:8]=[CH:7][N:6]=3)[N:4]=2)=[C:16]([OH:22])[CH:15]=1)[CH3:24]. (3) Given the reactants [CH:1]1N=C[N:3]([C:6]([N:8]2[CH:12]=[N:11]C=C2)=[O:7])[CH:2]=1.[CH3:13][C:14]1[N:15]=[C:16]2[CH:21]=[CH:20][C:19]([C:22]3[CH:27]=[CH:26][CH:25]=[CH:24][C:23]=3[C:28]([F:31])([F:30])[F:29])=[N:18][N:17]2[C:32]=1[C:33]([OH:35])=O.[CH3:36]OC1N=CN=C(N)C=1.O, predict the reaction product. The product is: [CH3:36][O:7][C:6]1[N:8]=[C:12]([NH:11][C:33]([C:32]2[N:17]3[N:18]=[C:19]([C:22]4[CH:27]=[CH:26][CH:25]=[CH:24][C:23]=4[C:28]([F:30])([F:31])[F:29])[CH:20]=[CH:21][C:16]3=[N:15][C:14]=2[CH3:13])=[O:35])[CH:1]=[CH:2][N:3]=1. (4) Given the reactants [Br:1][C:2]1[CH:9]=[CH:8][C:5]([CH2:6]Br)=[C:4]([F:10])[CH:3]=1.C(=O)([O-])[O-].[K+].[K+].[CH3:17][C@H:18]1[O:23][C@@H:22]([CH3:24])[CH2:21][NH:20][CH2:19]1, predict the reaction product. The product is: [Br:1][C:2]1[CH:9]=[CH:8][C:5]([CH2:6][N:20]2[CH2:19][C@H:18]([CH3:17])[O:23][C@H:22]([CH3:24])[CH2:21]2)=[C:4]([F:10])[CH:3]=1. (5) Given the reactants [C:1]([N:4]1[C:13]2[N:12]=[CH:11][C:10]([C:14]3[CH:22]=[N:21][CH:20]=[CH:19][C:15]=3[C:16]([OH:18])=[O:17])=[CH:9][C:8]=2[CH2:7][CH2:6][CH2:5]1)(=[O:3])[NH2:2].[CH3:23][Si](C=[N+]=[N-])(C)C, predict the reaction product. The product is: [CH3:23][O:17][C:16](=[O:18])[C:15]1[CH:19]=[CH:20][N:21]=[CH:22][C:14]=1[C:10]1[CH:11]=[N:12][C:13]2[N:4]([C:1](=[O:3])[NH2:2])[CH2:5][CH2:6][CH2:7][C:8]=2[CH:9]=1. (6) Given the reactants [F:1][C:2]1[CH:9]=[CH:8][C:5]([CH:6]=[O:7])=[C:4]([OH:10])[CH:3]=1.[Br:11]Br.[O-]S([O-])=O.[Na+].[Na+], predict the reaction product. The product is: [Br:11][C:9]1[C:2]([F:1])=[CH:3][C:4]([OH:10])=[C:5]([CH:8]=1)[CH:6]=[O:7]. (7) Given the reactants C([O:8][C:9]1[CH:35]=[CH:34][C:33]([N:36]2[CH2:41][CH2:40][O:39][CH2:38][CH2:37]2)=[CH:32][C:10]=1[C:11]([NH:13][C:14]1[CH:26]=[C:25]([C:27]2[O:28][CH:29]=[CH:30][CH:31]=2)[CH:24]=[CH:23][C:15]=1[C:16]([O:18][C:19]([CH3:22])([CH3:21])[CH3:20])=[O:17])=[O:12])C1C=CC=CC=1.C(Cl)(Cl)Cl, predict the reaction product. The product is: [O:28]1[CH:29]=[CH:30][CH:31]=[C:27]1[C:25]1[CH:24]=[CH:23][C:15]([C:16]([O:18][C:19]([CH3:22])([CH3:21])[CH3:20])=[O:17])=[C:14]([NH:13][C:11](=[O:12])[C:10]2[CH:32]=[C:33]([N:36]3[CH2:41][CH2:40][O:39][CH2:38][CH2:37]3)[CH:34]=[CH:35][C:9]=2[OH:8])[CH:26]=1. (8) Given the reactants [Br:1][C:2]1[CH:3]=[C:4]([CH:8]=O)[S:5][C:6]=1[CH3:7].[CH3:10][O:11][CH:12]([O:15][CH3:16])[CH2:13][NH2:14], predict the reaction product. The product is: [Br:1][C:2]1[CH:3]=[C:4](/[CH:8]=[N:14]/[CH2:13][CH:12]([O:15][CH3:16])[O:11][CH3:10])[S:5][C:6]=1[CH3:7]. (9) Given the reactants [Cl:1][C:2]1[CH:35]=[CH:34][CH:33]=[C:32]([C:36]([F:39])([F:38])[F:37])[C:3]=1[C:4]([N:6]1[C:14]2[C:9](=[N:10][CH:11]=[C:12]([C:15](=[O:20])N(OC)C)[CH:13]=2)[C:8]([C:21]2[CH:30]=[CH:29][C:24]([C:25]([O:27]C)=[O:26])=[CH:23][C:22]=2[F:31])=[N:7]1)=[O:5].[OH:40][Li].O, predict the reaction product. The product is: [C:25]([C:24]1[CH:29]=[CH:30][C:21]([C:8]2[C:9]3=[N:10][CH:11]=[C:12]([C:15]([OH:20])=[O:40])[CH:13]=[C:14]3[N:6]([C:4](=[O:5])[C:3]3[C:32]([C:36]([F:39])([F:37])[F:38])=[CH:33][CH:34]=[CH:35][C:2]=3[Cl:1])[N:7]=2)=[C:22]([F:31])[CH:23]=1)([OH:27])=[O:26]. (10) Given the reactants [C:1]1([CH3:35])[CH:6]=[CH:5][C:4]([C:7]2[N:8]=[C:9]3[CH2:23][CH2:22][CH2:21][N:20]([CH2:24][CH2:25][CH2:26][CH2:27][CH:28]([OH:34])[CH2:29][C:30]([O:32][CH3:33])=[O:31])[C:10]3=[N:11][C:12]=2[C:13]2[CH:18]=[CH:17][C:16]([CH3:19])=[CH:15][CH:14]=2)=[CH:3][CH:2]=1.CC(OI1(OC(C)=O)(OC(C)=O)OC(=O)C2C=CC=CC1=2)=O, predict the reaction product. The product is: [C:1]1([CH3:35])[CH:2]=[CH:3][C:4]([C:7]2[N:8]=[C:9]3[CH2:23][CH2:22][CH2:21][N:20]([CH2:24][CH2:25][CH2:26][CH2:27][C:28](=[O:34])[CH2:29][C:30]([O:32][CH3:33])=[O:31])[C:10]3=[N:11][C:12]=2[C:13]2[CH:14]=[CH:15][C:16]([CH3:19])=[CH:17][CH:18]=2)=[CH:5][CH:6]=1.